Dataset: Catalyst prediction with 721,799 reactions and 888 catalyst types from USPTO. Task: Predict which catalyst facilitates the given reaction. Reactant: [CH3:1][O:2][C:3]([C:5]1[NH:15][C:8]2=[N:9][CH:10]=[C:11]([CH:13]=O)[CH:12]=[C:7]2[CH:6]=1)=[O:4].[C:16]([C:18]1[CH:19]=[C:20]([CH:41]=[CH:42][CH:43]=1)[CH2:21][P+](C1C=CC=CC=1)(C1C=CC=CC=1)C1C=CC=CC=1)#[N:17].[Li+].[OH-].[NH4+].[Cl-]. Product: [CH3:1][O:2][C:3]([C:5]1[NH:15][C:8]2=[N:9][CH:10]=[C:11]([CH:13]=[CH:21][C:20]3[CH:41]=[CH:42][CH:43]=[C:18]([C:16]#[N:17])[CH:19]=3)[CH:12]=[C:7]2[CH:6]=1)=[O:4]. The catalyst class is: 5.